Predict the reaction yield, written as a fraction of the theoretical maximum amount of product (1.0 means a 100% yield; for example, 0.34 means a 34% yield). From a dataset of Reaction yield outcomes from USPTO patents with 853,638 reactions. (1) The reactants are CCN=C=NCCCN(C)C.C1C=CC2N(O)N=NC=2C=1.[Cl:22][C:23]1[C:24](=[O:44])[N:25]2[C:29](=[C:30]([C:41]([OH:43])=O)[C:31]=1[NH:32][C:33]1[CH:38]=[CH:37][C:36]([I:39])=[CH:35][C:34]=1[F:40])[CH2:28][CH2:27][CH2:26]2.Cl.[CH:46]1([CH2:49][O:50][NH2:51])[CH2:48][CH2:47]1. The catalyst is CN(C=O)C. The product is [CH:46]1([CH2:49][O:50][NH:51][C:41]([C:30]2[C:31]([NH:32][C:33]3[CH:38]=[CH:37][C:36]([I:39])=[CH:35][C:34]=3[F:40])=[C:23]([Cl:22])[C:24](=[O:44])[N:25]3[C:29]=2[CH2:28][CH2:27][CH2:26]3)=[O:43])[CH2:48][CH2:47]1. The yield is 0.240. (2) The reactants are CN(C)[CH2:3][CH2:4][C:5]([C:7]1[CH:12]=[CH:11][CH:10]=[C:9]([F:13])[CH:8]=1)=[O:6].[Br:15][C:16]1[CH:21]=[CH:20][C:19]([C@@H:22]([NH2:24])[CH3:23])=[CH:18][CH:17]=1. The catalyst is CCO.O. The product is [Br:15][C:16]1[CH:21]=[CH:20][C:19]([C@@H:22]([NH:24][CH2:3][CH2:4][C:5]([C:7]2[CH:12]=[CH:11][CH:10]=[C:9]([F:13])[CH:8]=2)=[O:6])[CH3:23])=[CH:18][CH:17]=1. The yield is 0.200. (3) The yield is 0.900. The reactants are [Cl:1][C:2]1[CH:7]=[CH:6][C:5]([C:8]2[C:12]3[CH2:13][N:14]([C:17](=[O:19])[CH3:18])[CH2:15][CH2:16][C:11]=3[N:10]([CH2:20][CH:21]3[CH2:23][O:22]3)[N:9]=2)=[CH:4][C:3]=1[N+:24]([O-])=O.[O-]S(C(F)(F)F)(=O)=O.[Yb+3].[O-]S(C(F)(F)F)(=O)=O.[O-]S(C(F)(F)F)(=O)=O.[CH3:52][C:53]1[CH:58]=[CH:57][CH:56]=[CH:55][C:54]=1[N:59]1[CH2:64][CH2:63][NH:62][CH2:61][CH2:60]1. The catalyst is ClCCl.O. The product is [NH2:24][C:3]1[CH:4]=[C:5]([C:8]2[C:12]3[CH2:13][N:14]([C:17](=[O:19])[CH3:18])[CH2:15][CH2:16][C:11]=3[N:10]([CH2:20][CH:21]([OH:22])[CH2:23][N:62]3[CH2:63][CH2:64][N:59]([C:54]4[CH:55]=[CH:56][CH:57]=[CH:58][C:53]=4[CH3:52])[CH2:60][CH2:61]3)[N:9]=2)[CH:6]=[CH:7][C:2]=1[Cl:1].